This data is from Full USPTO retrosynthesis dataset with 1.9M reactions from patents (1976-2016). The task is: Predict the reactants needed to synthesize the given product. (1) Given the product [C:1]([O:5][C:6]([N:8]1[CH2:13][CH2:12][C:11]([C:35]2[CH:36]=[CH:37][C:38]([C:41]3[CH:46]=[CH:45][CH:44]=[C:43]([C:47]#[N:48])[CH:42]=3)=[CH:39][CH:40]=2)([CH2:14][O:23][C:24]2[NH:25][C:26]3[CH:32]=[C:31]([Cl:33])[C:30]([Cl:34])=[CH:29][C:27]=3[N:28]=2)[CH2:10][CH2:9]1)=[O:7])([CH3:4])([CH3:2])[CH3:3], predict the reactants needed to synthesize it. The reactants are: [C:1]([O:5][C:6]([N:8]1[CH2:13][CH2:12][C:11]([C:35]2[CH:40]=[CH:39][C:38]([C:41]3[CH:46]=[CH:45][CH:44]=[C:43]([C:47]#[N:48])[CH:42]=3)=[CH:37][CH:36]=2)([CH:14]([O:23][C:24]2[NH:28][C:27]3[CH:29]=[C:30]([Cl:34])[C:31]([Cl:33])=[CH:32][C:26]=3[N:25]=2)COCC[Si](C)(C)C)[CH2:10][CH2:9]1)=[O:7])([CH3:4])([CH3:3])[CH3:2].CCCC[N+](CCCC)(CCCC)CCCC.[F-]. (2) Given the product [CH3:11][C:10]1[C:3]2[C:2]([NH:13][C:14]3[CH:22]=[CH:21][C:17]([C:18]([NH2:20])=[O:19])=[CH:16][C:15]=3[O:23][CH3:24])=[N:7][CH:6]=[N:5][C:4]=2[S:8][C:9]=1[CH3:12], predict the reactants needed to synthesize it. The reactants are: Cl[C:2]1[C:3]2[C:10]([CH3:11])=[C:9]([CH3:12])[S:8][C:4]=2[N:5]=[CH:6][N:7]=1.[NH2:13][C:14]1[CH:22]=[CH:21][C:17]([C:18]([NH2:20])=[O:19])=[CH:16][C:15]=1[O:23][CH3:24].[OH-].[NH4+]. (3) Given the product [F:62][C:53]1[CH:54]=[CH:55][C:56]([C:58]([F:61])([F:60])[F:59])=[CH:57][C:52]=1[NH:51][C:49]1[N:48]([CH3:63])[C:47]2[CH:64]=[CH:65][C:44]([O:43][C:8]3([C:6]([OH:7])=[O:5])[CH:13]=[CH:12][CH:11]=[CH:10][NH:9]3)=[CH:45][C:46]=2[N:50]=1, predict the reactants needed to synthesize it. The reactants are: C([O:5][C:6]([C:8]1[CH:13]=[C:12](OC2C=CC(NC)=C(N)C=2)[CH:11]=[CH:10][N:9]=1)=[O:7])(C)(C)C.NC(N)=S.IC.C(OC(C1C=C([O:43][C:44]2[CH:65]=[CH:64][C:47]3[N:48]([CH3:63])[C:49]([NH:51][C:52]4[CH:57]=[C:56]([C:58]([F:61])([F:60])[F:59])[CH:55]=[CH:54][C:53]=4[F:62])=[N:50][C:46]=3[CH:45]=2)C=CN=1)=O)(C)(C)C.FC(F)(F)C(O)=O.